From a dataset of Catalyst prediction with 721,799 reactions and 888 catalyst types from USPTO. Predict which catalyst facilitates the given reaction. (1) Reactant: C(OC([NH:8][C@@H:9]([CH2:13][C:14]1[CH:19]=[CH:18][C:17]([O:20][C:21]2[CH:26]=[CH:25][C:24]([O:27][C:28]3[CH:33]=[CH:32][CH:31]=[CH:30][CH:29]=3)=[CH:23][CH:22]=2)=[CH:16][CH:15]=1)[C:10]([OH:12])=[O:11])=O)(C)(C)C.[ClH:34]. Product: [ClH:34].[NH2:8][C@@H:9]([CH2:13][C:14]1[CH:15]=[CH:16][C:17]([O:20][C:21]2[CH:26]=[CH:25][C:24]([O:27][C:28]3[CH:33]=[CH:32][CH:31]=[CH:30][CH:29]=3)=[CH:23][CH:22]=2)=[CH:18][CH:19]=1)[C:10]([OH:12])=[O:11]. The catalyst class is: 12. (2) Reactant: [Cl:1][C:2]1[CH:10]=[C:9]([N+]([O-])=O)[C:8]([N+:14]([O-:16])=[O:15])=[CH:7][C:3]=1[C:4]([OH:6])=[O:5].[OH-:17].[K+].Cl.[CH3:20]O. The catalyst class is: 6. Product: [Cl:1][C:2]1[CH:10]=[C:9]([O:17][CH3:20])[C:8]([N+:14]([O-:16])=[O:15])=[CH:7][C:3]=1[C:4]([OH:6])=[O:5]. (3) Reactant: F[C:2]1[CH:3]=[C:4]([CH:7]=[CH:8][C:9]=1[N+:10]([O-:12])=[O:11])[C:5]#[N:6].C(N(CC)CC)C.[F:20][C:21]1[CH:27]=[CH:26][C:24]([NH2:25])=[CH:23][CH:22]=1. Product: [F:20][C:21]1[CH:27]=[CH:26][C:24]([NH:25][C:2]2[CH:3]=[C:4]([CH:7]=[CH:8][C:9]=2[N+:10]([O-:12])=[O:11])[C:5]#[N:6])=[CH:23][CH:22]=1. The catalyst class is: 33. (4) Product: [ClH:1].[Cl:1][C:2]1[C:7]([NH:8][NH2:9])=[CH:6][CH:5]=[CH:4][N:3]=1. Reactant: [Cl:1][C:2]1[C:7]([NH2:8])=[CH:6][CH:5]=[CH:4][N:3]=1.[N:9]([O-])=O.[Na+].[Sn](Cl)Cl.[OH-].[Na+]. The catalyst class is: 126. (5) Reactant: [Cl:1][CH2:2][C:3]1[CH:4]=[C:5]([CH:18]=[CH:19][CH:20]=1)[O:6][C:7]1[CH:12]=[CH:11][C:10]([C:13]([F:16])([F:15])[F:14])=[CH:9][N+:8]=1[O-].O=P(Cl)(Cl)[Cl:23].C(=O)(O)[O-].[Na+]. The catalyst class is: 13. Product: [Cl:23][C:9]1[C:10]([C:13]([F:16])([F:15])[F:14])=[CH:11][CH:12]=[C:7]([O:6][C:5]2[CH:18]=[CH:19][CH:20]=[C:3]([CH2:2][Cl:1])[CH:4]=2)[N:8]=1.